This data is from Peptide-MHC class I binding affinity with 185,985 pairs from IEDB/IMGT. The task is: Regression. Given a peptide amino acid sequence and an MHC pseudo amino acid sequence, predict their binding affinity value. This is MHC class I binding data. The peptide sequence is RRIFDLIEL. The MHC is HLA-A02:03 with pseudo-sequence HLA-A02:03. The binding affinity (normalized) is 0.118.